Dataset: Peptide-MHC class I binding affinity with 185,985 pairs from IEDB/IMGT. Task: Regression. Given a peptide amino acid sequence and an MHC pseudo amino acid sequence, predict their binding affinity value. This is MHC class I binding data. The peptide sequence is YMWLGARYL. The MHC is HLA-C07:02 with pseudo-sequence HLA-C07:02. The binding affinity (normalized) is 0.561.